From a dataset of Peptide-MHC class II binding affinity with 134,281 pairs from IEDB. Regression. Given a peptide amino acid sequence and an MHC pseudo amino acid sequence, predict their binding affinity value. This is MHC class II binding data. (1) The peptide sequence is YTVALFLAVALVAGP. The MHC is DRB1_1001 with pseudo-sequence DRB1_1001. The binding affinity (normalized) is 0.478. (2) The peptide sequence is NCVLKKSTNGLRIKS. The MHC is DRB3_0101 with pseudo-sequence DRB3_0101. The binding affinity (normalized) is 0.0696. (3) The peptide sequence is VPGNKKFVVNNLFFN. The MHC is DRB1_1302 with pseudo-sequence DRB1_1302. The binding affinity (normalized) is 0.671. (4) The peptide sequence is NYNCKILPNTLVLDF. The MHC is DRB1_1501 with pseudo-sequence DRB1_1501. The binding affinity (normalized) is 0.430. (5) The peptide sequence is VLEKLELLQRRFGGT. The MHC is DRB1_1101 with pseudo-sequence DRB1_1101. The binding affinity (normalized) is 0.834.